Dataset: Full USPTO retrosynthesis dataset with 1.9M reactions from patents (1976-2016). Task: Predict the reactants needed to synthesize the given product. (1) Given the product [CH3:33][N:28]1[CH2:29][CH2:30][CH2:31][CH2:32]1.[NH2:1][C@H:2]([C:4]([NH:6][CH2:7][C:8]([NH2:10])=[O:9])=[O:5])[CH3:3], predict the reactants needed to synthesize it. The reactants are: [NH2:1][C@H:2]([C:4]([NH:6][CH2:7][C:8]([NH:10]C(OCC1C2C(=CC=CC=2)C2C1=CC=CC=2)=O)=[O:9])=[O:5])[CH3:3].[NH:28]1[CH2:33][CH2:32][CH2:31][CH2:30][CH2:29]1. (2) Given the product [CH3:10][O:11][C:12](=[O:23])[CH2:13][CH2:14][C:15]1[CH:20]=[CH:19][C:18]([O:21][C:2]2[CH:9]=[CH:8][CH:7]=[CH:6][C:3]=2[CH2:4][NH2:5])=[CH:17][C:16]=1[CH3:22], predict the reactants needed to synthesize it. The reactants are: F[C:2]1[CH:9]=[CH:8][CH:7]=[CH:6][C:3]=1[C:4]#[N:5].[CH3:10][O:11][C:12](=[O:23])[CH2:13][CH2:14][C:15]1[CH:20]=[CH:19][C:18]([OH:21])=[CH:17][C:16]=1[CH3:22]. (3) Given the product [N:25]1([CH2:30][C:31]2[CH:32]=[C:33]([NH:34][C:13]([CH:14]3[C:15]4[C:16](=[CH:20][CH:21]=[CH:22][CH:23]=4)[C:17](=[O:19])[N:12]([CH2:11][CH2:10][O:9][CH3:8])[CH:6]3[C:2]3[S:1][CH:5]=[CH:4][CH:3]=3)=[O:24])[CH:35]=[CH:36][CH:37]=2)[CH:29]=[CH:28][N:27]=[CH:26]1, predict the reactants needed to synthesize it. The reactants are: [S:1]1[CH:5]=[CH:4][CH:3]=[C:2]1[CH:6]=O.[CH3:8][O:9][CH2:10][CH2:11][NH2:12].[C:13]1(=[O:24])[O:19][C:17](=O)[C:16]2=[CH:20][CH:21]=[CH:22][CH:23]=[C:15]2[CH2:14]1.[N:25]1([CH2:30][C:31]2[CH:32]=[C:33]([CH:35]=[CH:36][CH:37]=2)[NH2:34])[CH:29]=[CH:28][N:27]=[CH:26]1. (4) Given the product [F:2][C:3]1[CH:30]=[C:29]([S:31]([CH3:34])(=[O:33])=[O:32])[CH:28]=[CH:27][C:4]=1[CH2:5][O:6][C:7]1[CH:8]=[N:9][C:10]([N:13]2[CH2:18][CH2:17][NH:16][CH2:15][C@H:14]2[CH3:26])=[N:11][CH:12]=1, predict the reactants needed to synthesize it. The reactants are: Cl.[F:2][C:3]1[CH:30]=[C:29]([S:31]([CH3:34])(=[O:33])=[O:32])[CH:28]=[CH:27][C:4]=1[CH2:5][O:6][C:7]1[CH:8]=[N:9][C:10]([N:13]2[CH2:18][CH2:17][N:16](C(OC(C)(C)C)=O)[CH2:15][C@H:14]2[CH3:26])=[N:11][CH:12]=1. (5) Given the product [CH3:12][C:7]1[CH:8]=[C:9]([S:16]([Cl:15])(=[O:18])=[O:17])[CH:10]=[CH:11][C:6]=1[NH:5][C:3](=[O:4])[C:2]([F:13])([F:14])[F:1], predict the reactants needed to synthesize it. The reactants are: [F:1][C:2]([F:14])([F:13])[C:3]([NH:5][C:6]1[CH:11]=[CH:10][CH:9]=[CH:8][C:7]=1[CH3:12])=[O:4].[Cl:15][S:16](O)(=[O:18])=[O:17]. (6) Given the product [CH3:7][N:8]([C:9]1[CH:16]=[CH:15][C:12]([CH:13]=[CH:1][C:2]2[CH:5]=[CH:15][C:12]([CH:11]=[CH2:10])=[CH:13][CH:3]=2)=[CH:11][CH:10]=1)[CH2:17][CH2:18][OH:19], predict the reactants needed to synthesize it. The reactants are: [CH3:1][C:2]([CH3:5])([O-])[CH3:3].[Na+].[CH3:7][N:8]([CH2:17][CH2:18][OH:19])[C:9]1[CH:16]=[CH:15][C:12]([CH:13]=O)=[CH:11][CH:10]=1.